From a dataset of Reaction yield outcomes from USPTO patents with 853,638 reactions. Predict the reaction yield, written as a fraction of the theoretical maximum amount of product (1.0 means a 100% yield; for example, 0.34 means a 34% yield). (1) The reactants are [NH2:1][C:2]1[C:7]([F:8])=[CH:6][N:5]=[C:4]([OH:9])[N:3]=1.[C:10]([O-])([O-])=O.[K+].[K+].CS(OC)(=O)=O. The catalyst is CN(C=O)C. The product is [NH2:1][C:2]1[C:7]([F:8])=[CH:6][N:5]([CH3:10])[C:4](=[O:9])[N:3]=1. The yield is 0.370. (2) The reactants are [Cl:1][C:2]1[CH:7]=[CH:6][C:5]([OH:8])=[C:4]([CH:9]2[CH2:14][CH2:13][CH2:12][CH2:11][CH2:10]2)[CH:3]=1.C[Mg]Br.[CH2:18]=[O:19].Cl. The catalyst is O1CCCC1.C(OCC)C.C(N(CC)CC)C.C1(C)C=CC=CC=1. The product is [Cl:1][C:2]1[CH:7]=[C:6]([CH:18]=[O:19])[C:5]([OH:8])=[C:4]([CH:9]2[CH2:14][CH2:13][CH2:12][CH2:11][CH2:10]2)[CH:3]=1. The yield is 0.590. (3) The reactants are [N:1]([CH2:4][C:5]([C:8]1[CH:13]=[CH:12][CH:11]=[CH:10][N:9]=1)([F:7])[F:6])=[N+]=[N-]. The catalyst is C(OCC)(=O)C.[Pd]. The product is [F:7][C:5]([F:6])([C:8]1[CH:13]=[CH:12][CH:11]=[CH:10][N:9]=1)[CH2:4][NH2:1]. The yield is 0.980. (4) The reactants are [H-].[Na+].[Si:3]([O:10][C@H:11]1[CH2:15][CH2:14][NH:13][C:12]1=[O:16])([C:6]([CH3:9])([CH3:8])[CH3:7])([CH3:5])[CH3:4].Br[CH2:18][C:19]1[CH:24]=[CH:23][C:22]([CH:25]([F:27])[F:26])=[CH:21][CH:20]=1. The catalyst is C1COCC1. The product is [Si:3]([O:10][C@H:11]1[CH2:15][CH2:14][N:13]([CH2:18][C:19]2[CH:24]=[CH:23][C:22]([CH:25]([F:27])[F:26])=[CH:21][CH:20]=2)[C:12]1=[O:16])([C:6]([CH3:9])([CH3:8])[CH3:7])([CH3:5])[CH3:4]. The yield is 0.350.